Dataset: Forward reaction prediction with 1.9M reactions from USPTO patents (1976-2016). Task: Predict the product of the given reaction. Given the reactants [CH:1]([O:4][C:5]([N:7]1[CH2:12][CH2:11][CH:10]([CH:13]2[CH2:17][C:16]3[CH:18]=[C:19](Br)[CH:20]=[CH:21][C:15]=3[O:14]2)[CH2:9][CH2:8]1)=[O:6])([CH3:3])[CH3:2].[CH3:23][S:24]([C:27]1[CH:32]=[CH:31][C:30](B(O)O)=[CH:29][CH:28]=1)(=[O:26])=[O:25].C([O-])([O-])=O.[Na+].[Na+], predict the reaction product. The product is: [CH:1]([O:4][C:5]([N:7]1[CH2:12][CH2:11][CH:10]([CH:13]2[CH2:17][C:16]3[CH:18]=[C:19]([C:30]4[CH:31]=[CH:32][C:27]([S:24]([CH3:23])(=[O:26])=[O:25])=[CH:28][CH:29]=4)[CH:20]=[CH:21][C:15]=3[O:14]2)[CH2:9][CH2:8]1)=[O:6])([CH3:3])[CH3:2].